From a dataset of Catalyst prediction with 721,799 reactions and 888 catalyst types from USPTO. Predict which catalyst facilitates the given reaction. Reactant: [CH:1]1([CH2:4][O:5][C:6]2[CH:15]=[C:14]([NH:16][S:17]([CH3:20])(=[O:19])=[O:18])[CH:13]=[CH:12][C:7]=2[C:8]([O:10][CH3:11])=[O:9])[CH2:3][CH2:2]1.C([O-])([O-])=O.[K+].[K+].Cl.Cl[CH2:29][CH2:30][N:31]1[CH2:36][CH2:35][O:34][CH2:33][CH2:32]1. Product: [CH:1]1([CH2:4][O:5][C:6]2[CH:15]=[C:14]([N:16]([CH2:29][CH2:30][N:31]3[CH2:36][CH2:35][O:34][CH2:33][CH2:32]3)[S:17]([CH3:20])(=[O:19])=[O:18])[CH:13]=[CH:12][C:7]=2[C:8]([O:10][CH3:11])=[O:9])[CH2:2][CH2:3]1. The catalyst class is: 23.